This data is from Reaction yield outcomes from USPTO patents with 853,638 reactions. The task is: Predict the reaction yield, written as a fraction of the theoretical maximum amount of product (1.0 means a 100% yield; for example, 0.34 means a 34% yield). (1) The reactants are [CH3:1][O:2][C:3](=[O:26])[C:4]1[CH:9]=[CH:8][CH:7]=[CH:6][C:5]=1[CH2:10][S:11][C:12]1[N:16]([CH2:17][CH2:18][OH:19])[C:15]2[CH:20]=[C:21]([CH3:25])[C:22]([CH3:24])=[CH:23][C:14]=2[N:13]=1.CCOC(/N=N/C(OCC)=O)=O.[C:39]1(O)[CH:44]=[CH:43][CH:42]=[CH:41][CH:40]=1. The catalyst is CN1CCOCC1. The product is [CH3:1][O:2][C:3](=[O:26])[C:4]1[CH:9]=[CH:8][CH:7]=[CH:6][C:5]=1[CH2:10][S:11][C:12]1[N:16]([CH2:17][CH2:18][O:19][C:39]2[CH:44]=[CH:43][CH:42]=[CH:41][CH:40]=2)[C:15]2[CH:20]=[C:21]([CH3:25])[C:22]([CH3:24])=[CH:23][C:14]=2[N:13]=1. The yield is 0.810. (2) The reactants are C1([NH:7][C:8]([C:10]2[C:11](=[O:31])[N:12]([CH2:22][C:23]3[CH:28]=[CH:27][C:26]([O:29][CH3:30])=[CH:25][CH:24]=3)[C:13]3[C:18]([C:19]=2O)=[CH:17][C:16]([F:21])=[CH:15][N:14]=3)=O)CCCCC1.C(N(CC)CC)C.O=P(Cl)(Cl)[Cl:41]. No catalyst specified. The product is [Cl:41][C:19]1[C:18]2[C:13](=[N:14][CH:15]=[C:16]([F:21])[CH:17]=2)[N:12]([CH2:22][C:23]2[CH:28]=[CH:27][C:26]([O:29][CH3:30])=[CH:25][CH:24]=2)[C:11](=[O:31])[C:10]=1[C:8]#[N:7]. The yield is 0.690. (3) The reactants are [NH2:1][C:2]1[CH:7]=[C:6]([O:8][C:9]2[CH:14]=[CH:13][C:12]([N+:15]([O-:17])=[O:16])=[CH:11][C:10]=2[F:18])[CH:5]=[CH:4][N:3]=1.Cl[C:20](OC1C=CC=CC=1)=[O:21].[OH:29][CH:30]1[CH2:35][CH2:34][NH:33][CH2:32][CH2:31]1.[Cl-].[NH4+]. The catalyst is O1CCCC1.CN(C)C=O.C(N(CC)CC)C. The product is [F:18][C:10]1[CH:11]=[C:12]([N+:15]([O-:17])=[O:16])[CH:13]=[CH:14][C:9]=1[O:8][C:6]1[CH:5]=[CH:4][N:3]=[C:2]([NH:1][C:20]([N:33]2[CH2:34][CH2:35][CH:30]([OH:29])[CH2:31][CH2:32]2)=[O:21])[CH:7]=1. The yield is 0.900. (4) The reactants are Br[C:2]1[C:7]([Cl:8])=[CH:6][C:5]([NH:9][C:10]2[N:14]=[C:13]([NH2:15])[NH:12][N:11]=2)=[CH:4][C:3]=1[Cl:16].CC1(C)C(C)(C)OB([C:25]2[CH:40]=[CH:39][C:28]([O:29][CH2:30][CH2:31][CH2:32][N:33]3[CH2:38][CH2:37][O:36][CH2:35][CH2:34]3)=[CH:27][CH:26]=2)O1.O1CCOCC1.O.C(=O)([O-])[O-].[K+].[K+]. The catalyst is [Pd].C1(P(C2C=CC=CC=2)C2C=CC=CC=2)C=CC=CC=1.C1(P(C2C=CC=CC=2)C2C=CC=CC=2)C=CC=CC=1.C1(P(C2C=CC=CC=2)C2C=CC=CC=2)C=CC=CC=1.C1(P(C2C=CC=CC=2)C2C=CC=CC=2)C=CC=CC=1.C(Cl)Cl.CO. The product is [Cl:16][C:3]1[CH:4]=[C:5]([NH:9][C:10]2[N:14]=[C:13]([NH2:15])[NH:12][N:11]=2)[CH:6]=[C:7]([Cl:8])[C:2]=1[C:25]1[CH:40]=[CH:39][C:28]([O:29][CH2:30][CH2:31][CH2:32][N:33]2[CH2:34][CH2:35][O:36][CH2:37][CH2:38]2)=[CH:27][CH:26]=1. The yield is 0.260.